This data is from NCI-60 drug combinations with 297,098 pairs across 59 cell lines. The task is: Regression. Given two drug SMILES strings and cell line genomic features, predict the synergy score measuring deviation from expected non-interaction effect. (1) Synergy scores: CSS=22.5, Synergy_ZIP=-0.726, Synergy_Bliss=1.91, Synergy_Loewe=-7.65, Synergy_HSA=1.95. Drug 1: C1=CC(=CC=C1CC(C(=O)O)N)N(CCCl)CCCl.Cl. Drug 2: CNC(=O)C1=NC=CC(=C1)OC2=CC=C(C=C2)NC(=O)NC3=CC(=C(C=C3)Cl)C(F)(F)F. Cell line: RXF 393. (2) Drug 1: C1CN1C2=NC(=NC(=N2)N3CC3)N4CC4. Drug 2: CC1C(C(CC(O1)OC2CC(CC3=C2C(=C4C(=C3O)C(=O)C5=C(C4=O)C(=CC=C5)OC)O)(C(=O)CO)O)N)O.Cl. Cell line: HCT-15. Synergy scores: CSS=32.2, Synergy_ZIP=-9.63, Synergy_Bliss=-4.51, Synergy_Loewe=-4.96, Synergy_HSA=0.182.